Task: Predict the reactants needed to synthesize the given product.. Dataset: Full USPTO retrosynthesis dataset with 1.9M reactions from patents (1976-2016) Given the product [F:34][CH:35]([F:46])[O:36][C:37]1[CH:38]=[CH:39][C:40]([C:41]([NH:2][CH2:3][C:4]2[CH:12]=[CH:11][CH:10]=[C:9]3[C:5]=2[C:6](=[O:22])[N:7]([CH:14]2[CH2:19][CH2:18][C:17](=[O:20])[NH:16][C:15]2=[O:21])[C:8]3=[O:13])=[O:42])=[CH:44][CH:45]=1, predict the reactants needed to synthesize it. The reactants are: Cl.[NH2:2][CH2:3][C:4]1[CH:12]=[CH:11][CH:10]=[C:9]2[C:5]=1[C:6](=[O:22])[N:7]([CH:14]1[CH2:19][CH2:18][C:17](=[O:20])[NH:16][C:15]1=[O:21])[C:8]2=[O:13].N12CCCN=C1CCCCC2.[F:34][CH:35]([F:46])[O:36][C:37]1[CH:45]=[CH:44][C:40]([C:41](O)=[O:42])=[CH:39][CH:38]=1.Cl.CN(C)CCCN=C=NCC.